Dataset: Full USPTO retrosynthesis dataset with 1.9M reactions from patents (1976-2016). Task: Predict the reactants needed to synthesize the given product. (1) Given the product [OH:1][C:2]1[C:3]2[C:9](=[O:11])[CH2:10][O:8][C:4]=2[CH:5]=[CH:6][CH:7]=1, predict the reactants needed to synthesize it. The reactants are: [OH:1][C:2]1[CH:7]=[CH:6][CH:5]=[C:4]([OH:8])[C:3]=1[C:9](=[O:11])[CH3:10].[Li+].C[Si]([N-][Si](C)(C)C)(C)C.C[Si](Cl)(C)C.C1C(=O)N(Br)C(=O)C1.[OH-].[Na+]. (2) Given the product [CH3:52][Si:2]([CH3:1])([O:7][C@@H:8]1[C@H:12]([O:13][Si:14]([CH3:20])([CH3:19])[C:15]([CH3:16])([CH3:17])[CH3:18])[C@@H:11]([CH2:21][O:22][Si:23]([CH3:28])([CH3:29])[C:24]([CH3:27])([CH3:26])[CH3:25])[O:10][C@H:9]1[N:30]1[CH:38]=[N:37][C:36]2[C:31]1=[N:32][C:33]([C:40]1[CH:41]=[N:42][N:43]([CH2:45][C:46]3[CH:47]=[CH:48][C:49]([C:60]([CH3:65])([CH3:61])[CH3:59])=[CH:50][CH:51]=3)[CH:44]=1)=[N:34][C:35]=2[NH2:39])[C:3]([CH3:4])([CH3:5])[CH3:6], predict the reactants needed to synthesize it. The reactants are: [CH3:1][Si:2]([CH3:52])([O:7][C@@H:8]1[C@H:12]([O:13][Si:14]([CH3:20])([CH3:19])[C:15]([CH3:18])([CH3:17])[CH3:16])[C@@H:11]([CH2:21][O:22][Si:23]([CH3:29])([CH3:28])[C:24]([CH3:27])([CH3:26])[CH3:25])[O:10][C@H:9]1[N:30]1[CH:38]=[N:37][C:36]2[C:31]1=[N:32][C:33]([C:40]1[CH:41]=[N:42][N:43]([CH2:45][C:46]3[CH:51]=[CH:50][CH:49]=[CH:48][CH:47]=3)[CH:44]=1)=[N:34][C:35]=2[NH2:39])[C:3]([CH3:6])([CH3:5])[CH3:4].IC1C([CH2:59][C:60]2[CH:65]=[CH:65][C:60]([C:59](C)(C)C)=[CH:61][CH:61]=2)=NNC=1.IC1C=CC(CC2C=CNN=2)=CC=1. (3) Given the product [Cl:1][C:2]1[CH:9]=[CH:8][C:7]([F:10])=[C:4]([CH:5]=[C:13]([Br:15])[Br:14])[C:3]=1[CH2:11][CH3:12], predict the reactants needed to synthesize it. The reactants are: [Cl:1][C:2]1[C:3]([CH2:11][CH3:12])=[C:4]([C:7]([F:10])=[CH:8][CH:9]=1)[CH:5]=O.[C:13](Br)(Br)([Br:15])[Br:14].C1(P(C2C=CC=CC=2)C2C=CC=CC=2)C=CC=CC=1. (4) The reactants are: [Cl:1][C:2]1[CH:18]=[CH:17][C:16]([C:19]([F:22])([F:21])[F:20])=[CH:15][C:3]=1[C:4]([NH:6][C@H:7]1[CH2:12][CH2:11][C@H:10]([CH2:13][OH:14])[CH2:9][CH2:8]1)=[O:5].N1C=CC=CC=1.[S:29](O[S:29]([C:32]([F:35])([F:34])[F:33])(=[O:31])=[O:30])([C:32]([F:35])([F:34])[F:33])(=[O:31])=[O:30]. Given the product [Cl:1][C:2]1[CH:18]=[CH:17][C:16]([C:19]([F:20])([F:21])[F:22])=[CH:15][C:3]=1[C:4]([NH:6][C@H:7]1[CH2:12][CH2:11][C@H:10]([CH2:13][O:14][S:29]([C:32]([F:35])([F:34])[F:33])(=[O:31])=[O:30])[CH2:9][CH2:8]1)=[O:5], predict the reactants needed to synthesize it. (5) Given the product [Cl:1][C:2]1[CH:3]=[C:4]([C:5]2[S:8][C:18]3([C:19]4[C:24](=[CH:23][CH:22]=[CH:21][CH:20]=4)[N:16]([CH2:15][C:14]4[CH:27]=[CH:28][CH:29]=[CH:30][C:13]=4[Cl:12])[C:17]3=[O:26])[NH:7][N:6]=2)[CH:9]=[CH:10][CH:11]=1, predict the reactants needed to synthesize it. The reactants are: [Cl:1][C:2]1[CH:3]=[C:4]([CH:9]=[CH:10][CH:11]=1)[C:5](=[S:8])[NH:6][NH2:7].[Cl:12][C:13]1[CH:30]=[CH:29][CH:28]=[CH:27][C:14]=1[CH2:15][N:16]1[C:24]2[C:19](=[CH:20][CH:21]=[CH:22][CH:23]=2)[C:18](=O)[C:17]1=[O:26]. (6) Given the product [CH2:13]([NH:12][C:10]([C:6]1[S:5][C:4]([N:1]2[CH:36]=[C:35]([C:29]3[CH:34]=[CH:33][CH:32]=[CH:31][CH:30]=3)[N:3]=[N:2]2)=[N:8][C:7]=1[CH3:9])=[O:11])[C:14]1[CH:19]=[CH:18][CH:17]=[CH:16][CH:15]=1, predict the reactants needed to synthesize it. The reactants are: [N:1]([C:4]1[S:5][C:6]([C:10]([NH:12][CH2:13][C:14]2[CH:19]=[CH:18][CH:17]=[CH:16][CH:15]=2)=[O:11])=[C:7]([CH3:9])[N:8]=1)=[N+:2]=[N-:3].C(N(CC)C(C)C)(C)C.[C:29]1([C:35]#[CH:36])[CH:34]=[CH:33][CH:32]=[CH:31][CH:30]=1.